Task: Predict the reactants needed to synthesize the given product.. Dataset: Full USPTO retrosynthesis dataset with 1.9M reactions from patents (1976-2016) (1) Given the product [Cl:19][C:12]1[N:13]=[C:14]2[C:5](=[C:6]3[C:11]=1[CH:10]=[CH:9][CH:8]=[CH:7]3)[CH:4]=[CH:3][C:2]([F:1])=[CH:15]2, predict the reactants needed to synthesize it. The reactants are: [F:1][C:2]1[CH:3]=[CH:4][C:5]2[C:14]([CH:15]=1)=[N:13][C:12](O)=[C:11]1[C:6]=2[CH:7]=[CH:8][CH:9]=[CH:10]1.P(Cl)(Cl)([Cl:19])=O.CN(C)C=O. (2) The reactants are: [CH2:1]([NH2:8])[C:2]1[CH:7]=[CH:6][CH:5]=[CH:4][CH:3]=1.C(N1[C:18](=[O:19])[C:17]2=[CH:20][CH:21]=[CH:22][CH:23]=[C:16]2[C:15]1=[O:24])(OCC)=O.C(=O)([O-])[O-].[Na+].[Na+]. Given the product [CH2:1]([N:8]1[C:18](=[O:19])[C:17]2[C:16](=[CH:23][CH:22]=[CH:21][CH:20]=2)[C:15]1=[O:24])[C:2]1[CH:7]=[CH:6][CH:5]=[CH:4][CH:3]=1, predict the reactants needed to synthesize it. (3) The reactants are: Cl[C:2]1[CH:7]=[CH:6][C:5]([C:8]2[NH:12][C:11]([C@@H:13]3[CH2:17][CH2:16][CH2:15][N:14]3[C:18](=[O:28])[C@@H:19]([NH:23][C:24](=[O:27])[O:25][CH3:26])[CH:20]([CH3:22])[CH3:21])=[N:10][CH:9]=2)=[CH:4][C:3]=1[C:29]#[N:30].[O:31]=[C:32]1[CH:43]2[C:44]3[N:36]([CH:37]=[CH:38][C:39]=3[CH2:40][CH2:41][C@@H:42]2[NH:45][C:46](=[O:49])[O:47][CH3:48])[CH2:35][C@@H:34]([C:50]2[NH:51][C:52]([C:55]3[CH:60]=[CH:59][C:58](B4OC(C)(C)C(C)(C)O4)=[CH:57][CH:56]=3)=[CH:53][N:54]=2)[CH2:33]1.[O-]P([O-])([O-])=O.[K+].[K+].[K+]. Given the product [CH3:48][O:47][C:46](=[O:49])[NH:45][C@@H:42]1[CH:43]2[C:32](=[O:31])[CH2:33][C@H:34]([C:50]3[NH:51][C:52]([C:55]4[CH:60]=[CH:59][C:58]([C:2]5[CH:7]=[CH:6][C:5]([C:8]6[N:12]=[C:11]([C@@H:13]7[CH2:17][CH2:16][CH2:15][N:14]7[C:18](=[O:28])[C@@H:19]([NH:23][C:24]([O:25][CH3:26])=[O:27])[CH:20]([CH3:22])[CH3:21])[NH:10][CH:9]=6)=[CH:4][C:3]=5[C:29]#[N:30])=[CH:57][CH:56]=4)=[CH:53][N:54]=3)[CH2:35][N:36]3[C:44]2=[C:39]([CH:38]=[CH:37]3)[CH2:40][CH2:41]1, predict the reactants needed to synthesize it. (4) Given the product [Cl:1][C:2]1[CH:7]=[C:6]2[NH:8][C:9](=[O:41])[C:10]3([CH:15]([C:16]4[CH:21]=[C:20]([Cl:22])[CH:19]=[CH:18][C:17]=4[O:23][C:24]([CH2:25][CH3:26])([C:27]([NH:58][S:55]([CH3:54])(=[O:57])=[O:56])=[O:29])[CH2:30][CH3:31])[CH2:14][C:13](=[O:32])[NH:12][CH:11]3[C:33]3[CH:38]=[C:37]([Cl:39])[CH:36]=[CH:35][C:34]=3[CH3:40])[C:5]2=[CH:4][CH:3]=1, predict the reactants needed to synthesize it. The reactants are: [Cl:1][C:2]1[CH:7]=[C:6]2[NH:8][C:9](=[O:41])[C:10]3([CH:15]([C:16]4[CH:21]=[C:20]([Cl:22])[CH:19]=[CH:18][C:17]=4[O:23][C:24]([CH2:30][CH3:31])([C:27]([OH:29])=O)[CH2:25][CH3:26])[CH2:14][C:13](=[O:32])[NH:12][CH:11]3[C:33]3[CH:38]=[C:37]([Cl:39])[CH:36]=[CH:35][C:34]=3[CH3:40])[C:5]2=[CH:4][CH:3]=1.C1N=CN(C(N2C=NC=C2)=O)C=1.[CH3:54][S:55]([NH2:58])(=[O:57])=[O:56].[H-].[Na+].Cl. (5) Given the product [C:3]([O:7][C:8]([NH:10][C@@H:11]([C@H:13]([C:16]1[O:17][CH:18]=[C:19]([C:21]([OH:23])=[O:22])[N:20]=1)[CH2:14][CH3:15])[CH3:12])=[O:9])([CH3:5])([CH3:6])[CH3:4], predict the reactants needed to synthesize it. The reactants are: [OH-].[Na+].[C:3]([O:7][C:8]([NH:10][C@@H:11]([C@H:13]([C:16]1[O:17][CH:18]=[C:19]([C:21]([O:23]C)=[O:22])[N:20]=1)[CH2:14][CH3:15])[CH3:12])=[O:9])([CH3:6])([CH3:5])[CH3:4]. (6) Given the product [Cl:1][C:2]1[CH:3]=[C:4]([C@@H:8]2[C@@H:13]([C:14]3[CH:19]=[CH:18][C:17]([Cl:20])=[CH:16][CH:15]=3)[N:12]([N:21]([CH3:22])[CH3:24])[C:11](=[O:26])[C@:10]([CH2:28][C:29]([OH:31])=[O:30])([CH3:27])[CH2:9]2)[CH:5]=[CH:6][CH:7]=1, predict the reactants needed to synthesize it. The reactants are: [Cl:1][C:2]1[CH:3]=[C:4]([C@@H:8]2[C@@H:13]([C:14]3[CH:19]=[CH:18][C:17]([Cl:20])=[CH:16][CH:15]=3)[N:12]([N:21]([CH2:24]C)[CH2:22]C)[C:11](=[O:26])[C@:10]([CH2:28][C:29]([O:31]C)=[O:30])([CH3:27])[CH2:9]2)[CH:5]=[CH:6][CH:7]=1.CI.